The task is: Predict the reactants needed to synthesize the given product.. This data is from Full USPTO retrosynthesis dataset with 1.9M reactions from patents (1976-2016). The reactants are: C([Mg]Br)C.[CH3:5][Si:6]([CH3:12])([CH3:11])[O:7][CH2:8][C:9]#[CH:10].[N:13]1([C:20]([O:22][C:23]([CH3:26])([CH3:25])[CH3:24])=[O:21])[CH2:18][CH2:17][C:16](=[O:19])[CH2:15][CH2:14]1.[Cl-].[NH4+]. Given the product [OH:19][C:16]1([C:10]#[C:9][CH2:8][O:7][Si:6]([CH3:12])([CH3:11])[CH3:5])[CH2:15][CH2:14][N:13]([C:20]([O:22][C:23]([CH3:26])([CH3:25])[CH3:24])=[O:21])[CH2:18][CH2:17]1, predict the reactants needed to synthesize it.